Predict the reactants needed to synthesize the given product. From a dataset of Full USPTO retrosynthesis dataset with 1.9M reactions from patents (1976-2016). (1) Given the product [NH2:1][C:4]1[CH:5]=[CH:6][C:7]([N:10]2[CH2:15][CH2:14][N:13]([C:16]([O:18][CH2:19][CH2:20][N:21]([CH3:23])[CH3:22])=[O:17])[CH2:12][CH2:11]2)=[CH:8][CH:9]=1, predict the reactants needed to synthesize it. The reactants are: [N+:1]([C:4]1[CH:9]=[CH:8][C:7]([N:10]2[CH2:15][CH2:14][N:13]([C:16]([O:18][CH2:19][CH2:20][N:21]([CH3:23])[CH3:22])=[O:17])[CH2:12][CH2:11]2)=[CH:6][CH:5]=1)([O-])=O. (2) Given the product [Cl:11][C:7]1[C:6]2[C:2]([N:15]([CH2:16][CH:17]([CH3:19])[CH3:18])[CH3:14])=[N:3][S:4](=[O:13])(=[O:12])[C:5]=2[CH:10]=[CH:9][CH:8]=1, predict the reactants needed to synthesize it. The reactants are: Cl[C:2]1[C:6]2[C:7]([Cl:11])=[CH:8][CH:9]=[CH:10][C:5]=2[S:4](=[O:13])(=[O:12])[N:3]=1.[CH3:14][NH:15][CH2:16][CH:17]([CH3:19])[CH3:18].